Dataset: Reaction yield outcomes from USPTO patents with 853,638 reactions. Task: Predict the reaction yield, written as a fraction of the theoretical maximum amount of product (1.0 means a 100% yield; for example, 0.34 means a 34% yield). The reactants are [OH:1][C:2]1[CH:3]=[C:4]2[C:8](=[CH:9][CH:10]=1)[C:7](=[O:11])[NH:6][C:5]2=[O:12].C(=O)([O-])[O-].[K+].[K+].[F:19][C:20]1[CH:27]=[CH:26][C:23]([CH2:24]Br)=[CH:22][CH:21]=1. The catalyst is C(O)C. The product is [F:19][C:20]1[CH:27]=[CH:26][C:23]([CH2:24][O:1][C:2]2[CH:3]=[C:4]3[C:8](=[CH:9][CH:10]=2)[C:7](=[O:11])[NH:6][C:5]3=[O:12])=[CH:22][CH:21]=1. The yield is 0.380.